This data is from Catalyst prediction with 721,799 reactions and 888 catalyst types from USPTO. The task is: Predict which catalyst facilitates the given reaction. (1) Reactant: [C:1]([OH:20])(=[O:19])[CH2:2][CH2:3][CH2:4][CH2:5][CH2:6][CH2:7][CH2:8]/[CH:9]=[CH:10]\[CH2:11][CH2:12][CH2:13][CH2:14][CH2:15][CH2:16][CH2:17][CH3:18].[S:21](S([O-])=O)([O-:24])(=[O:23])=[O:22].[Na+].[Na+].[OH-].[Na+].C1C(C(O[O-])=O)=CC=CC=1. Product: [S:21]([CH:10]([CH2:11][CH2:12][CH2:13][CH2:14][CH2:15][CH2:16][CH2:17][CH3:18])[CH2:9][CH2:8][CH2:7][CH2:6][CH2:5][CH2:4][CH2:3][CH2:2][C:1]([OH:20])=[O:19])([OH:24])(=[O:23])=[O:22]. The catalyst class is: 657. (2) Product: [Cl:1][C:2]1[N:3]=[CH:4][C:5]([CH2:8][N:9]2[C:10]3=[C:14]([N+:15]([O-:17])=[O:16])[CH2:23][CH:22]([CH3:24])[CH:21]([OH:25])[N:11]3[CH2:12][CH2:13]2)=[CH:6][CH:7]=1. The catalyst class is: 15. Reactant: [Cl:1][C:2]1[CH:7]=[CH:6][C:5]([CH2:8][N:9]2[CH2:13][CH2:12][NH:11][C:10]2=[CH:14][N+:15]([O-:17])=[O:16])=[CH:4][N:3]=1.C(#N)C.[CH:21](=[O:25])[C:22]([CH3:24])=[CH2:23]. (3) Reactant: [CH2:1]([O:3][C:4](=[O:16])[CH2:5][CH:6]1[C:10]2[CH:11]=[CH:12][C:13]([OH:15])=[CH:14][C:9]=2[S:8][CH2:7]1)[CH3:2].[Cl:17][C:18]1[CH:25]=[C:24]([Cl:26])[CH:23]=[CH:22][C:19]=1[CH2:20]Cl.C([O-])([O-])=O.[K+].[K+]. Product: [CH2:1]([O:3][C:4](=[O:16])[CH2:5][CH:6]1[C:10]2[CH:11]=[CH:12][C:13]([O:15][CH2:20][C:19]3[CH:22]=[CH:23][C:24]([Cl:26])=[CH:25][C:18]=3[Cl:17])=[CH:14][C:9]=2[S:8][CH2:7]1)[CH3:2]. The catalyst class is: 31. (4) Reactant: COC1C=CC(C[NH:8][C:9]2[C:18]3[CH2:17][CH2:16][CH2:15][C:14]4[CH:19]=[C:20]([N:23]5[CH2:27][C@H:26]([CH2:28][NH:29][C:30](=[O:32])[CH3:31])[O:25][C:24]5=[O:33])[CH:21]=[CH:22][C:13]=4[C:12]=3[NH:11][N:10]=2)=CC=1.C([SiH](CC)CC)C.FC(F)(F)C(O)=O. Product: [NH2:8][C:9]1[C:18]2[CH2:17][CH2:16][CH2:15][C:14]3[CH:19]=[C:20]([N:23]4[CH2:27][C@H:26]([CH2:28][NH:29][C:30](=[O:32])[CH3:31])[O:25][C:24]4=[O:33])[CH:21]=[CH:22][C:13]=3[C:12]=2[NH:11][N:10]=1. The catalyst class is: 4. (5) Reactant: [C:9](O[C:9]([O:11][C:12]([CH3:15])([CH3:14])[CH3:13])=[O:10])([O:11][C:12]([CH3:15])([CH3:14])[CH3:13])=[O:10].[NH2:16][C:17]1[CH:25]=[CH:24][C:20]([C:21]([OH:23])=[O:22])=[C:19]([Cl:26])[CH:18]=1. Product: [C:12]([O:11][C:9]([NH:16][C:17]1[CH:25]=[CH:24][C:20]([C:21]([OH:23])=[O:22])=[C:19]([Cl:26])[CH:18]=1)=[O:10])([CH3:13])([CH3:14])[CH3:15]. The catalyst class is: 758.